From a dataset of Full USPTO retrosynthesis dataset with 1.9M reactions from patents (1976-2016). Predict the reactants needed to synthesize the given product. (1) Given the product [CH3:11][C:9]([C:12]1[CH:13]=[C:14]([C:23]2[N:24]=[C:25]([CH2:28][NH:29][CH3:30])[S:26][CH:27]=2)[CH:15]=[C:16]([C:19]([CH3:20])([CH3:21])[CH3:22])[C:17]=1[OH:18])([CH3:8])[CH3:10], predict the reactants needed to synthesize it. The reactants are: FC(F)(F)C(O)=O.[CH3:8][C:9]([C:12]1[CH:13]=[C:14]([C:23]2[N:24]=[C:25]([CH2:28][N:29](C(OC(C)(C)C)=O)[CH3:30])[S:26][CH:27]=2)[CH:15]=[C:16]([C:19]([CH3:22])([CH3:21])[CH3:20])[C:17]=1[OH:18])([CH3:11])[CH3:10].C([SiH](CC)CC)C. (2) Given the product [Cl:8][C:7]1[C:2]([Cl:1])=[C:3]([C:4]([C:9]2[O:10][C:11]([CH2:14][CH3:15])=[CH:12][N:13]=2)=[CH:5][N:6]=1)[CH:27]=[O:28], predict the reactants needed to synthesize it. The reactants are: [Cl:1][C:2]1[CH:3]=[C:4]([C:9]2[O:10][C:11]([CH2:14][CH3:15])=[CH:12][N:13]=2)[CH:5]=[N:6][C:7]=1[Cl:8].[Li+].CC([N-]C(C)C)C.CN([CH:27]=[O:28])C.[NH4+].[Cl-]. (3) Given the product [N:22]1[CH:27]=[CH:26][C:25]([C:2]2[CH:21]=[CH:20][CH:19]=[CH:18][C:3]=2[O:4][CH:5]2[CH2:10][CH2:9][N:8]([C:11]([O:13][C:14]([CH3:17])([CH3:16])[CH3:15])=[O:12])[CH2:7][CH2:6]2)=[CH:24][CH:23]=1, predict the reactants needed to synthesize it. The reactants are: Br[C:2]1[CH:21]=[CH:20][CH:19]=[CH:18][C:3]=1[O:4][CH:5]1[CH2:10][CH2:9][N:8]([C:11]([O:13][C:14]([CH3:17])([CH3:16])[CH3:15])=[O:12])[CH2:7][CH2:6]1.[N:22]1[CH:27]=[CH:26][C:25](B(O)O)=[CH:24][CH:23]=1.C(=O)([O-])[O-].[Na+].[Na+].COCCOC.